Dataset: Reaction yield outcomes from USPTO patents with 853,638 reactions. Task: Predict the reaction yield, written as a fraction of the theoretical maximum amount of product (1.0 means a 100% yield; for example, 0.34 means a 34% yield). (1) The reactants are [CH2:1]([CH:3]1[CH2:7][C:6](=[O:8])[CH2:5][CH:4]1[C:9]([O:11][CH2:12][CH3:13])=[O:10])[CH3:2].[CH2:14](O)[CH2:15][OH:16].C(OC(OCC)OCC)C.O.C1(C)C=CC(S(O)(=O)=O)=CC=1. The catalyst is C(Cl)Cl.CCOC(C)=O. The product is [CH2:1]([CH:3]1[CH2:7][C:6]2([O:16][CH2:15][CH2:14][O:8]2)[CH2:5][CH:4]1[C:9]([O:11][CH2:12][CH3:13])=[O:10])[CH3:2]. The yield is 0.830. (2) The yield is 0.110. The reactants are [Cl:1][C:2]1[C:22]([O:23][CH3:24])=[C:21]([O:25][CH3:26])[C:20]([O:27][CH3:28])=[CH:19][C:3]=1[CH2:4][C:5]1[C:14]2[C:9](=[C:10]([OH:18])[C:11]([O:15][CH2:16][CH3:17])=[CH:12][CH:13]=2)[CH:8]=[N:7][CH:6]=1.Cl. The product is [ClH:1].[Cl:1][C:2]1[C:22]([O:23][CH3:24])=[C:21]([O:25][CH3:26])[C:20]([O:27][CH3:28])=[CH:19][C:3]=1[CH2:4][C:5]1[C:14]2[C:9](=[C:10]([OH:18])[C:11]([O:15][CH2:16][CH3:17])=[CH:12][CH:13]=2)[CH:8]=[N:7][CH:6]=1. The catalyst is CO. (3) The reactants are C(O[C:6](=O)[N:7]([CH:9]1[CH:13]([C:14]2[CH:19]=[CH:18][CH:17]=[CH:16][CH:15]=2)[CH2:12][N:11]([C:20]([N:22]2[CH2:27][CH2:26][N:25]([S:28]([CH3:31])(=[O:30])=[O:29])[CH2:24][CH2:23]2)=[O:21])[CH2:10]1)C)(C)(C)C.C(O)(C(F)(F)F)=O.C([O-])(O)=O.[Na+]. The catalyst is C(Cl)Cl. The product is [CH3:31][S:28]([N:25]1[CH2:24][CH2:23][N:22]([C:20]([N:11]2[CH2:12][CH:13]([C:14]3[CH:19]=[CH:18][CH:17]=[CH:16][CH:15]=3)[CH:9]([NH:7][CH3:6])[CH2:10]2)=[O:21])[CH2:27][CH2:26]1)(=[O:30])=[O:29]. The yield is 0.990. (4) The reactants are C(N(CC)CC)C.[CH2:8]([NH:12][CH2:13][C:14]1[C:23]2[C:18](=[CH:19][CH:20]=[CH:21][CH:22]=2)[C:17]([O:24][CH3:25])=[C:16]([O:26][CH3:27])[CH:15]=1)[CH2:9][CH2:10][CH3:11].[C:28](Cl)([CH3:30])=[O:29]. The catalyst is C(Cl)Cl. The product is [C:28]([N:12]([CH2:13][C:14]1[C:23]2[C:18](=[CH:19][CH:20]=[CH:21][CH:22]=2)[C:17]([O:24][CH3:25])=[C:16]([O:26][CH3:27])[CH:15]=1)[CH2:8][CH2:9][CH2:10][CH3:11])(=[O:29])[CH3:30]. The yield is 1.00. (5) The reactants are [CH3:1][CH:2]([C:8]([O:10][CH2:11][CH3:12])=[O:9])[C:3]([O:5][CH2:6][CH3:7])=[O:4].[H-].[Na+].[Br:15][C:16]1[CH:21]=[C:20]([N+:22]([O-:24])=[O:23])[CH:19]=[CH:18][C:17]=1F. The catalyst is CN(C=O)C. The product is [Br:15][C:16]1[CH:21]=[C:20]([N+:22]([O-:24])=[O:23])[CH:19]=[CH:18][C:17]=1[C:2]([CH3:1])([C:3]([O:5][CH2:6][CH3:7])=[O:4])[C:8]([O:10][CH2:11][CH3:12])=[O:9]. The yield is 0.990. (6) The reactants are ClB(Cl)Cl.C(Cl)Cl.[CH3:8][O:9][C:10]1[CH:15]=[CH:14][CH:13]=[C:12]([NH2:16])[CH:11]=1.[C:17](#N)[CH3:18].[Cl-].[Al+3].[Cl-].[Cl-].[OH-:24].[Na+]. The catalyst is C1(C)C=CC=CC=1.O.CC(O)C. The product is [NH2:16][C:12]1[CH:11]=[C:10]([O:9][CH3:8])[CH:15]=[CH:14][C:13]=1[C:17](=[O:24])[CH3:18]. The yield is 0.630. (7) The reactants are O.[Cl:2][C:3]1[CH:11]=[C:10]([OH:12])[CH:9]=[CH:8][C:4]=1[C:5]([OH:7])=[O:6].I[CH3:14].[H-].[Na+]. The catalyst is CN(C)C=O. The product is [Cl:2][C:3]1[CH:11]=[C:10]([O:12][CH3:14])[CH:9]=[CH:8][C:4]=1[C:5]([OH:7])=[O:6]. The yield is 0.650.